Dataset: Forward reaction prediction with 1.9M reactions from USPTO patents (1976-2016). Task: Predict the product of the given reaction. (1) Given the reactants [CH3:1][O:2][N:3]=[C:4]([C@@H:6]1[CH2:8][C@H:7]1[C:9]1[C:14]([F:15])=[CH:13][CH:12]=[CH:11][C:10]=1[Cl:16])[CH3:5].C([BH3-])#N.[Na+], predict the reaction product. The product is: [Cl:16][C:10]1[CH:11]=[CH:12][CH:13]=[C:14]([F:15])[C:9]=1[C@@H:7]1[CH2:8][C@H:6]1[CH:4]([NH:3][O:2][CH3:1])[CH3:5]. (2) The product is: [CH2:26]([N:28]1[CH2:32][CH2:31][C@@H:30]([CH2:33][NH:34][C:2]2[CH:7]=[CH:6][CH:5]=[CH:4][C:3]=2[S:8]([NH:11][C:12]2[C:21]([C:22]([OH:24])=[O:23])=[C:20]3[C:15]([CH:16]4[CH2:25][CH:17]4[CH2:18][O:19]3)=[CH:14][CH:13]=2)(=[O:10])=[O:9])[CH2:29]1)[CH3:27]. Given the reactants F[C:2]1[CH:7]=[CH:6][CH:5]=[CH:4][C:3]=1[S:8]([NH:11][C:12]1[C:21]([C:22]([OH:24])=[O:23])=[C:20]2[C:15]([CH:16]3[CH2:25][CH:17]3[CH2:18][O:19]2)=[CH:14][CH:13]=1)(=[O:10])=[O:9].[CH2:26]([N:28]1[CH2:32][CH2:31][C@@H:30]([CH2:33][NH2:34])[CH2:29]1)[CH3:27], predict the reaction product. (3) The product is: [CH3:17][C:14]1([CH3:18])[CH2:15][O:16][C:11]([C:7]2[CH:6]=[C:5]3[C:10](=[CH:9][CH:8]=2)[C:2](=[O:1])[O:3][CH2:4]3)=[N:13]1. Given the reactants [O:1]=[C:2]1[C:10]2[C:5](=[CH:6][C:7]([C:11]([NH:13][C:14]([CH3:18])([CH3:17])[CH2:15][OH:16])=O)=[CH:8][CH:9]=2)[CH2:4][O:3]1, predict the reaction product.